Dataset: Forward reaction prediction with 1.9M reactions from USPTO patents (1976-2016). Task: Predict the product of the given reaction. (1) Given the reactants [CH2:1]([O:3][C:4]1[CH:13]=[C:12]2[C:7]([C:8]([CH:16]([CH3:18])[CH3:17])=[CH:9][C:10]([CH3:15])([CH3:14])[O:11]2)=[CH:6][C:5]=1/[C:19](/[CH3:31])=[CH:20]\[CH:21]=[CH:22]\[C:23](\[CH3:30])=[CH:24]\[C:25]([O:27]CC)=[O:26])[CH3:2].[OH-].[Na+], predict the reaction product. The product is: [CH2:1]([O:3][C:4]1[CH:13]=[C:12]2[C:7]([C:8]([CH:16]([CH3:17])[CH3:18])=[CH:9][C:10]([CH3:15])([CH3:14])[O:11]2)=[CH:6][C:5]=1/[C:19](/[CH3:31])=[CH:20]\[CH:21]=[CH:22]\[C:23](\[CH3:30])=[CH:24]\[C:25]([OH:27])=[O:26])[CH3:2]. (2) Given the reactants [CH2:1]([O:8][C:9]1[CH:10]=[CH:11][C:12]([CH:22]=C)=[C:13]2[C:17]=1[N:16]([S:18]([CH3:21])(=[O:20])=[O:19])[CH:15]=[CH:14]2)[C:2]1[CH:7]=[CH:6][CH:5]=[CH:4][CH:3]=1.N1C(C)=CC=CC=1C.I([O-])(=O)(=O)=[O:33].[Na+].O, predict the reaction product. The product is: [CH2:1]([O:8][C:9]1[C:17]2[N:16]([S:18]([CH3:21])(=[O:20])=[O:19])[CH:15]=[CH:14][C:13]=2[C:12]([CH:22]=[O:33])=[CH:11][CH:10]=1)[C:2]1[CH:7]=[CH:6][CH:5]=[CH:4][CH:3]=1. (3) Given the reactants [C:1]1([N:7]=[C:8]([S:11][CH3:12])[C:9]#[CH:10])[CH:6]=[CH:5][CH:4]=[CH:3][CH:2]=1.[CH3:13][C:14]1[CH:19]=[CH:18][C:17]([SH:20])=[CH:16][CH:15]=1, predict the reaction product. The product is: [C:1]1([N:7]=[C:8]([S:11][CH3:12])[CH:9]=[CH:10][S:20][C:17]2[CH:18]=[CH:19][C:14]([CH3:13])=[CH:15][CH:16]=2)[CH:6]=[CH:5][CH:4]=[CH:3][CH:2]=1. (4) Given the reactants [CH3:1][CH:2]([CH2:5][CH3:6])[CH2:3][OH:4].[OH-].C([N+](C[CH2:22][CH2:23][CH3:24])(CCCC)CCCC)CCC.[OH-].[Na+].Cl[CH:28]=CC, predict the reaction product. The product is: [CH3:28][C:23](=[CH2:22])[CH2:24][O:4][CH2:3][CH:2]([CH3:1])[CH2:5][CH3:6]. (5) Given the reactants [OH:1][C@@H:2]1[CH2:6][CH2:5][N:4]([C:7]([O:9][C:10]([CH3:13])([CH3:12])[CH3:11])=[O:8])[CH2:3]1.[H-].[Na+].Cl[C:17]1[C:26]2[C:21](=[CH:22][CH:23]=[CH:24][CH:25]=2)[CH:20]=[C:19]([C:27]#[N:28])[N:18]=1, predict the reaction product. The product is: [C:27]([C:19]1[N:18]=[C:17]([O:1][C@@H:2]2[CH2:6][CH2:5][N:4]([C:7]([O:9][C:10]([CH3:13])([CH3:12])[CH3:11])=[O:8])[CH2:3]2)[C:26]2[C:21]([CH:20]=1)=[CH:22][CH:23]=[CH:24][CH:25]=2)#[N:28]. (6) Given the reactants [NH2:1][CH2:2][C:3]1[N:7]([CH2:8][C@@H:9]2[C@H:12]([NH:13][C:14](=[O:30])/[C:15](=[N:22]\[O:23][C:24]([CH3:29])([CH3:28])[C:25]([OH:27])=[O:26])/[C:16]3[N:17]=[C:18]([NH2:21])[S:19][CH:20]=3)[C:11](=[O:31])[N:10]2[S:32]([OH:35])(=[O:34])=[O:33])[N:6]=[CH:5][N:4]=1.Cl.[N:37]1([C:42](N)=[NH:43])C=CC=N1.CCN(C(C)C)C(C)C, predict the reaction product. The product is: [NH2:21][C:18]1[S:19][CH:20]=[C:16](/[C:15](=[N:22]/[O:23][C:24]([CH3:29])([CH3:28])[C:25]([OH:27])=[O:26])/[C:14]([NH:13][C@@H:12]2[C:11](=[O:31])[N:10]([S:32]([OH:35])(=[O:34])=[O:33])[C@@H:9]2[CH2:8][N:7]2[C:3]([CH2:2][NH:1][C:42]([NH2:43])=[NH:37])=[N:4][CH:5]=[N:6]2)=[O:30])[N:17]=1.